From a dataset of Full USPTO retrosynthesis dataset with 1.9M reactions from patents (1976-2016). Predict the reactants needed to synthesize the given product. Given the product [Cl:13][C:14]1[N:19]=[C:18]([O:3][C:4]2[CH:5]=[C:6]([CH:9]=[C:10]([CH3:12])[CH:11]=2)[C:7]#[N:8])[C:17]([CH:21]([CH3:22])[CH3:23])=[C:16]([Cl:24])[N:15]=1, predict the reactants needed to synthesize it. The reactants are: [H-].[Na+].[OH:3][C:4]1[CH:5]=[C:6]([CH:9]=[C:10]([CH3:12])[CH:11]=1)[C:7]#[N:8].[Cl:13][C:14]1[N:19]=[C:18](Cl)[C:17]([CH:21]([CH3:23])[CH3:22])=[C:16]([Cl:24])[N:15]=1.C(OCC)(=O)C.